From a dataset of Full USPTO retrosynthesis dataset with 1.9M reactions from patents (1976-2016). Predict the reactants needed to synthesize the given product. Given the product [NH2:24][N:1]1[C:10]2[C:5](=[N:6][CH:7]=[CH:8][CH:9]=2)[CH:4]=[CH:3][C:2]1=[NH2+:11].[CH3:19][C:14]1[CH:15]=[C:16]([CH3:18])[CH:17]=[C:12]([CH3:25])[C:13]=1[S:20]([O-:23])(=[O:22])=[O:21], predict the reactants needed to synthesize it. The reactants are: [N:1]1[C:10]2[C:5](=[N:6][CH:7]=[CH:8][CH:9]=2)[CH:4]=[CH:3][C:2]=1[NH2:11].[C:12]1([CH3:25])[CH:17]=[C:16]([CH3:18])[CH:15]=[C:14]([CH3:19])[C:13]=1[S:20]([O:23][NH2:24])(=[O:22])=[O:21].